This data is from Reaction yield outcomes from USPTO patents with 853,638 reactions. The task is: Predict the reaction yield, written as a fraction of the theoretical maximum amount of product (1.0 means a 100% yield; for example, 0.34 means a 34% yield). (1) The reactants are ClC1C=C2C(=C(C(O)=O)C=1)NC(C)=C2.C[O:16][C:17]([C:19]1[CH:20]=[C:21]([Cl:30])[CH:22]=[C:23]2[C:27]=1[NH:26][C:25]([CH2:28][CH3:29])=[CH:24]2)=[O:18].[OH-].[Na+]. The catalyst is CO. The product is [Cl:30][C:21]1[CH:22]=[C:23]2[C:27](=[C:19]([C:17]([OH:18])=[O:16])[CH:20]=1)[NH:26][C:25]([CH2:28][CH3:29])=[CH:24]2. The yield is 0.980. (2) The reactants are Cl[CH2:2][C:3]1[N:4]=[C:5]2[S:12][C:11]([CH2:13][CH3:14])=[N:10][N:6]2[C:7](=[O:9])[CH:8]=1.[I-].[Na+].C(=O)(O)[O-:18].[Na+].O. The catalyst is CS(C)=O. The product is [CH2:13]([C:11]1[S:12][C:5]2=[N:4][C:3]([CH2:2][OH:18])=[CH:8][C:7](=[O:9])[N:6]2[N:10]=1)[CH3:14]. The yield is 0.400.